Dataset: NCI-60 drug combinations with 297,098 pairs across 59 cell lines. Task: Regression. Given two drug SMILES strings and cell line genomic features, predict the synergy score measuring deviation from expected non-interaction effect. Drug 1: CCC1=CC2CC(C3=C(CN(C2)C1)C4=CC=CC=C4N3)(C5=C(C=C6C(=C5)C78CCN9C7C(C=CC9)(C(C(C8N6C)(C(=O)OC)O)OC(=O)C)CC)OC)C(=O)OC.C(C(C(=O)O)O)(C(=O)O)O. Drug 2: CC1=C2C(C(=O)C3(C(CC4C(C3C(C(C2(C)C)(CC1OC(=O)C(C(C5=CC=CC=C5)NC(=O)OC(C)(C)C)O)O)OC(=O)C6=CC=CC=C6)(CO4)OC(=O)C)O)C)O. Cell line: SNB-19. Synergy scores: CSS=40.1, Synergy_ZIP=-10.0, Synergy_Bliss=-6.99, Synergy_Loewe=-13.8, Synergy_HSA=-4.06.